Dataset: Peptide-MHC class I binding affinity with 185,985 pairs from IEDB/IMGT. Task: Regression. Given a peptide amino acid sequence and an MHC pseudo amino acid sequence, predict their binding affinity value. This is MHC class I binding data. The peptide sequence is LVATVSIHEV. The MHC is HLA-A02:02 with pseudo-sequence HLA-A02:02. The binding affinity (normalized) is 0.618.